Dataset: Full USPTO retrosynthesis dataset with 1.9M reactions from patents (1976-2016). Task: Predict the reactants needed to synthesize the given product. (1) Given the product [CH:14]1[C:15]2[C:20]3[C:19]([CH:18]=[C:17]([B:25]([OH:28])[OH:26])[C:16]=2[CH:11]=[CH:12][CH:13]=1)=[CH:10][C:9]1[C:8](=[CH:24][CH:23]=[CH:22][CH:21]=1)[CH:7]=3, predict the reactants needed to synthesize it. The reactants are: C([Li])CCC.Br[C:7]1[CH:20]=[C:19]2[C:10]([CH:11]=[C:12]3[C:17](=[CH:18]2)[CH:16]=[CH:15][CH:14]=[CH:13]3)=[C:9]2[CH:21]=[CH:22][CH:23]=[CH:24][C:8]=12.[B:25](OC)([O:28]C)[O:26]C.O. (2) The reactants are: [Cl:1][C:2]1[N:11]=[CH:10][C:9]2[NH:8][C:7](=O)[CH:6]3[CH2:13][O:14][CH2:15][CH2:16][N:5]3[C:4]=2[N:3]=1.[H-].[Al+3].[Li+].[H-].[H-].[H-].C(OCC)(=O)C.[NH4+].[Cl-]. Given the product [Cl:1][C:2]1[N:11]=[CH:10][C:9]2[NH:8][CH2:7][CH:6]3[CH2:13][O:14][CH2:15][CH2:16][N:5]3[C:4]=2[N:3]=1, predict the reactants needed to synthesize it. (3) Given the product [CH2:1]([O:3][C:4]([C:6]1[C:11]([NH:14][C:15]2[CH:16]=[N:17][CH:18]=[CH:19][CH:20]=2)=[CH:10][CH:9]=[C:8]([CH3:13])[N:7]=1)=[O:5])[CH3:2], predict the reactants needed to synthesize it. The reactants are: [CH2:1]([O:3][C:4]([C:6]1[C:11](Br)=[CH:10][CH:9]=[C:8]([CH3:13])[N:7]=1)=[O:5])[CH3:2].[NH2:14][C:15]1[CH:16]=[N:17][CH:18]=[CH:19][CH:20]=1. (4) Given the product [CH3:1][O:2][C:3](=[O:19])[C:4]1[CH:12]=[C:11]([O:13][C@@H:14]([CH3:18])[CH2:15][O:16][CH3:17])[CH:10]=[C:6]([CH2:7][OH:8])[CH:5]=1, predict the reactants needed to synthesize it. The reactants are: [CH3:1][O:2][C:3](=[O:19])[C:4]1[CH:12]=[C:11]([O:13][C@@H:14]([CH3:18])[CH2:15][O:16][CH3:17])[CH:10]=[C:6]([C:7](O)=[O:8])[CH:5]=1.O. (5) Given the product [CH2:14]([O:1][C:2]1[CH:3]=[CH:4][C:5]([C:6]([O:8][CH3:9])=[O:7])=[CH:10][CH:11]=1)[CH:13]=[CH2:12], predict the reactants needed to synthesize it. The reactants are: [OH:1][C:2]1[CH:11]=[CH:10][C:5]([C:6]([O:8][CH3:9])=[O:7])=[CH:4][CH:3]=1.[CH2:12](Br)[CH:13]=[CH2:14].C(=O)([O-])[O-].[K+].[K+].CCOC(C)=O. (6) Given the product [CH:30]1([NH:26][C:11](=[O:12])[C@@H:10]([OH:14])[C@@H:9]([N:8]([CH2:1][C:2]2[CH:7]=[CH:6][CH:5]=[CH:4][CH:3]=2)[CH2:18][C:19]2[CH:20]=[CH:21][CH:22]=[CH:23][CH:24]=2)[CH2:15][CH2:16][CH3:17])[CH2:31][CH2:32]1, predict the reactants needed to synthesize it. The reactants are: [CH2:1]([N:8]([CH2:18][C:19]1[CH:24]=[CH:23][CH:22]=[CH:21][CH:20]=1)[C@@H:9]([CH2:15][CH2:16][CH3:17])[C@H:10]([OH:14])[C:11](O)=[O:12])[C:2]1[CH:7]=[CH:6][CH:5]=[CH:4][CH:3]=1.O[N:26]1[C:30]2[CH:31]=[CH:32][CH:32]=[CH:31][C:30]=2[N:26]=N1.C(N=C=NCCCN(C)C)C.C1(N)CC1. (7) The reactants are: [CH3:1][C:2]([S@@:5]([NH2:7])=[O:6])([CH3:4])[CH3:3].[F:8][C:9]1[CH:10]=[C:11]([C:15](=O)[CH3:16])[CH:12]=[CH:13][CH:14]=1.CC(=O)OCC.O. Given the product [F:8][C:9]1[CH:10]=[C:11](/[C:15](=[N:7]/[S@:5]([C:2]([CH3:4])([CH3:3])[CH3:1])=[O:6])/[CH3:16])[CH:12]=[CH:13][CH:14]=1, predict the reactants needed to synthesize it.